Dataset: NCI-60 drug combinations with 297,098 pairs across 59 cell lines. Task: Regression. Given two drug SMILES strings and cell line genomic features, predict the synergy score measuring deviation from expected non-interaction effect. Drug 1: CC1=C2C(C(=O)C3(C(CC4C(C3C(C(C2(C)C)(CC1OC(=O)C(C(C5=CC=CC=C5)NC(=O)OC(C)(C)C)O)O)OC(=O)C6=CC=CC=C6)(CO4)OC(=O)C)O)C)O. Drug 2: C1=CN(C=N1)CC(O)(P(=O)(O)O)P(=O)(O)O. Cell line: SF-295. Synergy scores: CSS=8.16, Synergy_ZIP=0.657, Synergy_Bliss=6.60, Synergy_Loewe=1.73, Synergy_HSA=4.49.